From a dataset of Forward reaction prediction with 1.9M reactions from USPTO patents (1976-2016). Predict the product of the given reaction. (1) Given the reactants [F:1][C:2]([F:23])([F:22])[C:3]1[C:11]2[CH2:10][CH2:9][CH2:8][CH2:7][C:6]=2[N:5]([C:12]2[CH:17]=[CH:16][C:15]([CH2:18][C:19](O)=[O:20])=[CH:14][CH:13]=2)[N:4]=1.C(N1C=CN=C1)(N1C=CN=C1)=O.Cl.[F:37][C:38]1([F:43])[CH2:42][CH2:41][NH:40][CH2:39]1.C(N(CC)CC)C, predict the reaction product. The product is: [F:37][C:38]1([F:43])[CH2:42][CH2:41][N:40]([C:19](=[O:20])[CH2:18][C:15]2[CH:14]=[CH:13][C:12]([N:5]3[C:6]4[CH2:7][CH2:8][CH2:9][CH2:10][C:11]=4[C:3]([C:2]([F:22])([F:1])[F:23])=[N:4]3)=[CH:17][CH:16]=2)[CH2:39]1. (2) Given the reactants [Br:1][C:2]1[C:3]([N+:10]([O-])=O)=[CH:4][C:5]([O:8][CH3:9])=[N:6][CH:7]=1, predict the reaction product. The product is: [Br:1][C:2]1[C:3]([NH2:10])=[CH:4][C:5]([O:8][CH3:9])=[N:6][CH:7]=1.